From a dataset of Catalyst prediction with 721,799 reactions and 888 catalyst types from USPTO. Predict which catalyst facilitates the given reaction. Reactant: C(O[C:4]([N:6]=[C:7]=[S:8])=[O:5])C.C(OC([N:16]1[CH2:21][CH2:20][CH:19]([CH2:22][NH:23][C:24]2[CH:28]=[CH:27][NH:26][C:25]=2C(OCC)=O)[CH2:18][CH2:17]1)=O)(C)(C)C.[Na].Cl. Product: [NH:16]1[CH2:17][CH2:18][CH:19]([CH2:22][N:23]2[C:24]3[CH:28]=[CH:27][NH:26][C:25]=3[C:4](=[O:5])[NH:6][C:7]2=[S:8])[CH2:20][CH2:21]1. The catalyst class is: 2.